This data is from Full USPTO retrosynthesis dataset with 1.9M reactions from patents (1976-2016). The task is: Predict the reactants needed to synthesize the given product. (1) The reactants are: NC1C=CC(C(OC)=O)=C(Cl)C=1C#C.[NH2:15][C:16]1[C:25]([CH2:26][CH2:27][CH3:28])=[CH:24][C:19]([C:20]([O:22][CH3:23])=[O:21])=[C:18]([Cl:29])[C:17]=1[C:30]#[C:31][Si](C)(C)C. Given the product [NH2:15][C:16]1[C:25]([CH2:26][CH2:27][CH3:28])=[CH:24][C:19]([C:20]([O:22][CH3:23])=[O:21])=[C:18]([Cl:29])[C:17]=1[C:30]#[CH:31], predict the reactants needed to synthesize it. (2) Given the product [F:73][C:58]1[CH:59]=[C:60]([C:63]([OH:72])([C:64]([F:65])([F:66])[F:67])[C:68]([F:70])([F:71])[F:69])[CH:61]=[CH:62][C:57]=1[C:43]1[S:42][C:41]([C:39]([NH:38][CH2:37][C:36]([OH:35])([CH3:54])[CH3:55])=[O:40])=[N:45][C:44]=1[C:46]([N:48]1[CH2:52][CH2:51][CH2:50][C@@H:49]1[CH3:53])=[O:47], predict the reactants needed to synthesize it. The reactants are: FC(F)C1C=C(C(O)(C(F)(F)F)C(F)(F)F)C=CC=1C1SC(C(NCC(O)(C)C)=O)=NC=1CO.[OH:35][C:36]([CH3:55])([CH3:54])[CH2:37][NH:38][C:39]([C:41]1[S:42][CH:43]=[C:44]([C:46]([N:48]2[CH2:52][CH2:51][CH2:50][C@@H:49]2[CH3:53])=[O:47])[N:45]=1)=[O:40].Br[C:57]1[CH:62]=[CH:61][C:60]([C:63]([OH:72])([C:68]([F:71])([F:70])[F:69])[C:64]([F:67])([F:66])[F:65])=[CH:59][C:58]=1[F:73]. (3) Given the product [Br:11][C:10]1[C:6]2[C:4](=[O:3])[NH:15][N:14]=[CH:12][C:7]=2[S:8][CH:9]=1, predict the reactants needed to synthesize it. The reactants are: C([O:3][C:4]([C:6]1[C:10]([Br:11])=[CH:9][S:8][C:7]=1[CH:12]=O)=O)C.[NH2:14][NH2:15].O. (4) Given the product [CH:26]1([CH2:32][S:33]([NH:18][CH2:17][CH2:16][CH2:15][CH2:14][N:11]2[CH2:12][CH2:13][N:8]([C:6]3[CH:5]=[CH:4][CH:3]=[C:2]([F:1])[N:7]=3)[CH2:9][CH2:10]2)(=[O:35])=[O:34])[CH2:31][CH2:30][CH2:29][CH2:28][CH2:27]1, predict the reactants needed to synthesize it. The reactants are: [F:1][C:2]1[N:7]=[C:6]([N:8]2[CH2:13][CH2:12][N:11]([CH2:14][CH2:15][CH2:16][CH2:17][NH2:18])[CH2:10][CH2:9]2)[CH:5]=[CH:4][CH:3]=1.C(N(CC)CC)C.[CH:26]1([CH2:32][S:33](Cl)(=[O:35])=[O:34])[CH2:31][CH2:30][CH2:29][CH2:28][CH2:27]1. (5) Given the product [Cl:12][C:9]1[N:13]([C:4]([Cl:7])=[O:3])[CH2:14][CH2:15][CH2:16][CH:17]=1, predict the reactants needed to synthesize it. The reactants are: O=C(Cl)[O:3][C:4]([Cl:7])(Cl)Cl.[C:9]([Cl:12])(Cl)=O.[NH:13]1C[CH2:17][CH2:16][CH2:15][C:14]1=O.